From a dataset of Forward reaction prediction with 1.9M reactions from USPTO patents (1976-2016). Predict the product of the given reaction. (1) Given the reactants [CH:1]12[CH:7]([NH:8][C:9]3[CH:10]=[C:11]4[C:15](=[CH:16][CH:17]=3)[N:14](C(=O)C(C)(C)C)[N:13]=[CH:12]4)[CH:4]([CH2:5][CH2:6]1)[CH2:3][NH:2]2.[Cl:24][C:25]1[CH:32]=[CH:31][C:28]([CH:29]=O)=[CH:27][CH:26]=1, predict the reaction product. The product is: [Cl:24][C:25]1[CH:32]=[CH:31][C:28]([CH2:29][N:2]2[CH2:3][CH:4]3[CH:7]([NH:8][C:9]4[CH:10]=[C:11]5[C:15](=[CH:16][CH:17]=4)[NH:14][N:13]=[CH:12]5)[CH:1]2[CH2:6][CH2:5]3)=[CH:27][CH:26]=1. (2) Given the reactants [F:1][C:2]1[C:8]([F:9])=[CH:7][C:5]([NH2:6])=[C:4]([N+:10]([O-:12])=[O:11])[CH:3]=1.O[CH2:14][CH:15]([CH2:17]O)O.[Na+].[N+](C1C=C(S([O-])(=O)=O)C=CC=1)([O-])=O.OS(O)(=O)=O.O, predict the reaction product. The product is: [F:9][C:8]1[C:2]([F:1])=[CH:3][C:4]([N+:10]([O-:12])=[O:11])=[C:5]2[C:7]=1[CH:14]=[CH:15][CH:17]=[N:6]2. (3) Given the reactants C1(S([N:10]2[C:14]3=[N:15][CH:16]=[C:17]([Cl:19])[CH:18]=[C:13]3[C:12]([CH2:20][C:21]3[CH:22]=[N:23][C:24](S(C)(=O)=O)=[N:25][CH:26]=3)=[CH:11]2)(=O)=O)C=CC=CC=1.[CH:31]1([NH2:37])[CH2:36][CH2:35][CH2:34][CH2:33][CH2:32]1, predict the reaction product. The product is: [Cl:19][C:17]1[CH:18]=[C:13]2[C:12]([CH2:20][C:21]3[CH:26]=[N:25][C:24]([NH:37][CH:31]4[CH2:36][CH2:35][CH2:34][CH2:33][CH2:32]4)=[N:23][CH:22]=3)=[CH:11][NH:10][C:14]2=[N:15][CH:16]=1. (4) Given the reactants [CH2:1]([C:3]1[N:8]=[C:7]2[NH:9][C:10](=[S:12])[O:11][C:6]2=[CH:5][CH:4]=1)[CH3:2].[C:13](=O)([O-])[O-].[K+].[K+].CI, predict the reaction product. The product is: [CH2:1]([C:3]1[N:8]=[C:7]2[N:9]=[C:10]([S:12][CH3:13])[O:11][C:6]2=[CH:5][CH:4]=1)[CH3:2]. (5) The product is: [F:6][C:7]1[CH:15]=[CH:14][CH:13]=[C:12]2[C:8]=1[C:9]([CH:20]=[O:21])=[CH:10][N:11]2[CH3:16]. Given the reactants P(Cl)(Cl)(Cl)=O.[F:6][C:7]1[CH:15]=[CH:14][CH:13]=[C:12]2[C:8]=1[CH:9]=[CH:10][N:11]2[CH3:16].CN([CH:20]=[O:21])C, predict the reaction product. (6) Given the reactants C(N(CC)CC)C.[NH2:8][C@@H:9]1[CH2:13][CH2:12][N:11]([C:14]2[C:23]3[C:18](=[CH:19][C:20]([CH3:24])=[CH:21][CH:22]=3)[N:17]=[C:16]([C:25]3[CH:30]=[CH:29][CH:28]=[CH:27][C:26]=3[OH:31])[N:15]=2)[CH2:10]1.Cl[C:33]([O:35][CH2:36][CH3:37])=[O:34], predict the reaction product. The product is: [OH:31][C:26]1[CH:27]=[CH:28][CH:29]=[CH:30][C:25]=1[C:16]1[N:15]=[C:14]([N:11]2[CH2:12][CH2:13][C@@H:9]([NH:8][C:33](=[O:34])[O:35][CH2:36][CH3:37])[CH2:10]2)[C:23]2[C:18](=[CH:19][C:20]([CH3:24])=[CH:21][CH:22]=2)[N:17]=1. (7) Given the reactants [Cl:1][C:2]1[CH:33]=[CH:32][C:5]2[N:6]([C@H:23]3[CH2:26][C@H:25]([C:27](OCC)=[O:28])[CH2:24]3)[C:7]([CH2:9][N:10]3[C:14]4=[CH:15][N:16]=[CH:17][CH:18]=[C:13]4[C:12]([S:19]([CH3:22])(=[O:21])=[O:20])=[N:11]3)=[N:8][C:4]=2[CH:3]=1.[BH4-].[Na+], predict the reaction product. The product is: [Cl:1][C:2]1[CH:33]=[CH:32][C:5]2[N:6]([C@H:23]3[CH2:24][C@H:25]([CH2:27][OH:28])[CH2:26]3)[C:7]([CH2:9][N:10]3[C:14]4=[CH:15][N:16]=[CH:17][CH:18]=[C:13]4[C:12]([S:19]([CH3:22])(=[O:21])=[O:20])=[N:11]3)=[N:8][C:4]=2[CH:3]=1.